From a dataset of Cav3 T-type calcium channel HTS with 100,875 compounds. Binary Classification. Given a drug SMILES string, predict its activity (active/inactive) in a high-throughput screening assay against a specified biological target. The compound is S(=O)(=O)(N(Cc1cn(nc1)C)C)c1c(cc(cc1C)C)C. The result is 0 (inactive).